This data is from Peptide-MHC class I binding affinity with 185,985 pairs from IEDB/IMGT. The task is: Regression. Given a peptide amino acid sequence and an MHC pseudo amino acid sequence, predict their binding affinity value. This is MHC class I binding data. (1) The peptide sequence is SLREWLLRI. The MHC is HLA-B44:02 with pseudo-sequence HLA-B44:02. The binding affinity (normalized) is 0. (2) The peptide sequence is RIYSHIAPY. The MHC is HLA-A69:01 with pseudo-sequence HLA-A69:01. The binding affinity (normalized) is 0.0847. (3) The peptide sequence is RFVLALLAF. The MHC is HLA-A24:03 with pseudo-sequence HLA-A24:03. The binding affinity (normalized) is 0.522. (4) The peptide sequence is ALPPRAYAM. The MHC is HLA-A01:01 with pseudo-sequence HLA-A01:01. The binding affinity (normalized) is 0. (5) The peptide sequence is RYRMRHLSK. The MHC is HLA-A02:01 with pseudo-sequence HLA-A02:01. The binding affinity (normalized) is 0.0847. (6) The MHC is HLA-A02:06 with pseudo-sequence HLA-A02:06. The peptide sequence is RIEDMFLTSV. The binding affinity (normalized) is 0.526. (7) The peptide sequence is YAQMWQLMYF. The MHC is HLA-B51:01 with pseudo-sequence HLA-B51:01. The binding affinity (normalized) is 0.0871. (8) The peptide sequence is KLKSVGKAY. The MHC is HLA-B57:01 with pseudo-sequence HLA-B57:01. The binding affinity (normalized) is 0.0847. (9) The peptide sequence is KTVQFCDAMR. The MHC is HLA-A11:01 with pseudo-sequence HLA-A11:01. The binding affinity (normalized) is 0.484.